From a dataset of TCR-epitope binding with 47,182 pairs between 192 epitopes and 23,139 TCRs. Binary Classification. Given a T-cell receptor sequence (or CDR3 region) and an epitope sequence, predict whether binding occurs between them. (1) The epitope is YLQPRTFLL. The TCR CDR3 sequence is CASGGYNEQFF. Result: 0 (the TCR does not bind to the epitope). (2) The epitope is KLMNIQQKL. The TCR CDR3 sequence is CASSQEGRSSYEQYF. Result: 0 (the TCR does not bind to the epitope). (3) The epitope is RQLLFVVEV. The TCR CDR3 sequence is CASSYSREETQYF. Result: 1 (the TCR binds to the epitope). (4) The epitope is AVFDRKSDAK. The TCR CDR3 sequence is CASSKGLTGNYEQYF. Result: 1 (the TCR binds to the epitope). (5) Result: 1 (the TCR binds to the epitope). The epitope is SGPLKAEIAQRLED. The TCR CDR3 sequence is CAWNKGTGRGYTF.